Dataset: Drug-target binding data from BindingDB using IC50 measurements. Task: Regression. Given a target protein amino acid sequence and a drug SMILES string, predict the binding affinity score between them. We predict pIC50 (pIC50 = -log10(IC50 in M); higher means more potent). Dataset: bindingdb_ic50. (1) The drug is COc1ccccc1N1CCN(c2ncnc3c2[nH]c(=O)n3-c2ccccc2)CC1. The target protein (P11169) has sequence MGTQKVTPALIFAITVATIGSFQFGYNTGVINAPEKIIKEFINKTLTDKGNAPPSEVLLTSLWSLSVAIFSVGGMIGSFSVGLFVNRFGRRNSMLIVNLLAVTGGCFMGLCKVAKSVEMLILGRLVIGLFCGLCTGFVPMYIGEISPTALRGAFGTLNQLGIVVGILVAQIFGLEFILGSEELWPLLLGFTILPAILQSAALPFCPESPRFLLINRKEEENAKQILQRLWGTQDVSQDIQEMKDESARMSQEKQVTVLELFRVSSYRQPIIISIVLQLSQQLSGINAVFYYSTGIFKDAGVQEPIYATIGAGVVNTIFTVVSLFLVERAGRRTLHMIGLGGMAFCSTLMTVSLLLKDNYNGMSFVCIGAILVFVAFFEIGPGPIPWFIVAELFSQGPRPAAMAVAGCSNWTSNFLVGLLFPSAAHYLGAYVFIIFTGFLITFLAFTFFKVPETRGRTFEDITRAFEGQAHGADRSGKDGVMEMNSIEPAKETTTNV. The pIC50 is 6.2. (2) The small molecule is Cc1cc(C)c2nc(-c3ccc(Br)cc3)cc(C(=O)O)c2c1. The target protein (P07814) has sequence MATLSLTVNSGDPPLGALLAVEHVKDDVSISVEEGKENILHVSENVIFTDVNSILRYLARVATTAGLYGSNLMEHTEIDHWLEFSATKLSSCDSFTSTINELNHCLSLRTYLVGNSLSLADLCVWATLKGNAAWQEQLKQKKAPVHVKRWFGFLEAQQAFQSVGTKWDVSTTKARVAPEKKQDVGKFVELPGAEMGKVTVRFPPEASGYLHIGHAKAALLNQHYQVNFKGKLIMRFDDTNPEKEKEDFEKVILEDVAMLHIKPDQFTYTSDHFETIMKYAEKLIQEGKAYVDDTPAEQMKAEREQRIDSKHRKNPIEKNLQMWEEMKKGSQFGQSCCLRAKIDMSSNNGCMRDPTLYRCKIQPHPRTGNKYNVYPTYDFACPIVDSIEGVTHALRTTEYHDRDEQFYWIIEALGIRKPYIWEYSRLNLNNTVLSKRKLTWFVNEGLVDGWDDPRFPTVRGVLRRGMTVEGLKQFIAAQGSSRSVVNMEWDKIWAFNKKVI.... The pIC50 is 4.0. (3) The compound is O=C(CN1C(=O)[C@@H](COC(=O)Nc2ccccc2)N=C(c2ccccc2)c2ccccc21)N[C@H]1CC(=O)OC1O. The target protein sequence is QINYDAVIKKYKGNENFDHAAYDWRLHSGVTPVKDQKNCGSCWAFSSIGSVESQYAIRKNKLITLSEQELVDCSFKNYGCNGGLINNAFEDMIELGGICTDDDYPYVSDAPNLCNIDRCTEKYGIKNYLSVPDNKLKEALRFLGPISISIAVSDDFPFYKEGIFDGECGDELNHAVMLVGFGMKEIVNPLTKKGEKHYYYIIKNSWGQQWGERGFINIETDESGLMRKCGLGTDAFIPLIE. The pIC50 is 4.7. (4) The small molecule is O=C(O)CCCOc1cccc(CCCCCCOc2cc(-c3ccsc3)cc(-c3ccc4c(c3)OCO4)c2)c1CCC(=O)O. The target protein sequence is MAPSHRASQVGFCPTPERPLWRLPPTCRPRRMSVCYRPPGNETLLSWKTSRATGTAFLLLAALLGLPGNGFVVWSLAGWRPARGRPLAATLVLHLALADGAVLLLTPLFVAFLTRQAWPLGQAGCKAVYYVCALSMYASVLLTGLLSLQRCLAVTRPFLAPRLRSPALARRLLLAVWLAALLLAVPAAVYRHLWRDRVCQLCHPSPVHAAAHLSLETLTAFVLPFGLMLGCYSVTLARLRGARWGSGRHGARVGRLVSAIVLAFGLLWAPYHAVNLLQAVAALAPPEGALAKLGGAGQAARAGTTALAFFSSSVNPVLYVFTAGDLLPRAGPRFLTRLFEGSGEARGGGRSREGTMELRTTPQLKVVGQGRGNGDPGGGMEKDGPEWDL. The pIC50 is 6.8. (5) The small molecule is CCC(=O)Nc1cccc(CNc2cc(Nc3ccccc3)ncc2C(N)=O)c1. The target protein (P52333) has sequence MAPPSEETPLIPQRSCSLLSTEAGALHVLLPARGPGPPQRLSFSFGDHLAEDLCVQAAKASGILPVYHSLFALATEDLSCWFPPSHIFSVEDASTQVLLYRIRFYFPNWFGLEKCHRFGLRKDLASAILDLPVLEHLFAQHRSDLVSGRLPVGLSLKEQGECLSLAVLDLARMAREQAQRPGELLKTVSYKACLPPSLRDLIQGLSFVTRRRIRRTVRRALRRVAACQADRHSLMAKYIMDLERLDPAGAAETFHVGLPGALGGHDGLGLLRVAGDGGIAWTQGEQEVLQPFCDFPEIVDISIKQAPRVGPAGEHRLVTVTRTDNQILEAEFPGLPEALSFVALVDGYFRLTTDSQHFFCKEVAPPRLLEEVAEQCHGPITLDFAINKLKTGGSRPGSYVLRRSPQDFDSFLLTVCVQNPLGPDYKGCLIRRSPTGTFLLVGLSRPHSSLRELLATCWDGGLHVDGVAVTLTSCCIPRPKEKSNLIVVQRGHSPPTSSLV.... The pIC50 is 7.0. (6) The drug is COc1ccc(CCN2C(=O)C=CC2=O)cc1. The target is XTSFAESXKPVQQPSAFGS. The pIC50 is 5.5. (7) The pIC50 is 7.1. The target protein sequence is MKRSFFMLKTKITSSILVGACLLIGCSNGNEQPVSNEPEPEESVETGEAVFKALEEEYAARLGVFALDTGTGQTVSYRSDERFTYASAHKPLAVAVLLQQKSIEELEQLITYSADDLVNYNPITENHVETGMTLRELSDASIRYSDNTAANFIFDEIGGPEGFKEGLRAIGDTVTEPERIEPELNHVEPGEIQDTSTPEALAKSLQEFALGEALPADKQELLIDWLIGNTTGDALIRAGVPEGWEVGDKTGAGSYGTRNDIAILWPPEKEPIILAVLSSKDEKDAEYDDELIAKATEEVINLLAQTE. The small molecule is CC1(C)[C@H](C(=O)O)N2C(=O)C[C@H]2S1(=O)=O. (8) The compound is O=C(NC[C@H]1CCCO1)c1ccc2nc(COc3ccc(C45CC6CC(CC(C6)C4)C5)cc3)[nH]c2c1. The target protein sequence is MGDRGGAGSSRRRRTGSRVSVQGGSGPKVEEDEVREAAVSPDLGAGGDAPAPAPAPAHTRDKDRQTSVGDGHWELRCHRLQDSLFSSDSGFSNYRGILNWCVVMLILSNARLSLENLIKYGILVDPIQVVSLFLKDPYSWPAPCLIIASNIFIVATFQIEKRLSVGALTEQMGLLLHVVNLATIICFPAAVALLVESITPVGSLFALASYSIIFLKLSSYRDVNLWCRQRRVKAKAVSAGKKVSGAAAQNTVSYPDNLTYRDLYYFIFAPTLCYELNFPRSPRIRKRFLLRRVLEMLFFTQLQVGLIQQWMVPTIQNSMKPFKDMDYSRIIERLLKLAVPNHLIWLIFFYWLFHSCLNAVAELLQFGDREFYRDWWNAESVTYFWQNWNIPVHKWCIRHFYKPMLRLGSNKWMARTGVFWASAFFHEYLVSIPLRMFRLWAFTAMMAQVPLAWIVNRFFQGNYGNAAVWVTLIIGQPVAVLMYVHDYYVLNYDAPVGA. The pIC50 is 5.1.